This data is from NCI-60 drug combinations with 297,098 pairs across 59 cell lines. The task is: Regression. Given two drug SMILES strings and cell line genomic features, predict the synergy score measuring deviation from expected non-interaction effect. (1) Drug 1: CC1=C(C=C(C=C1)C(=O)NC2=CC(=CC(=C2)C(F)(F)F)N3C=C(N=C3)C)NC4=NC=CC(=N4)C5=CN=CC=C5. Drug 2: CC1CCC2CC(C(=CC=CC=CC(CC(C(=O)C(C(C(=CC(C(=O)CC(OC(=O)C3CCCCN3C(=O)C(=O)C1(O2)O)C(C)CC4CCC(C(C4)OC)OCCO)C)C)O)OC)C)C)C)OC. Cell line: UACC62. Synergy scores: CSS=-1.16, Synergy_ZIP=1.80, Synergy_Bliss=1.98, Synergy_Loewe=-5.20, Synergy_HSA=-3.90. (2) Cell line: MDA-MB-231. Drug 2: CCN(CC)CCNC(=O)C1=C(NC(=C1C)C=C2C3=C(C=CC(=C3)F)NC2=O)C. Synergy scores: CSS=-4.06, Synergy_ZIP=4.64, Synergy_Bliss=3.55, Synergy_Loewe=2.35, Synergy_HSA=-1.52. Drug 1: CNC(=O)C1=CC=CC=C1SC2=CC3=C(C=C2)C(=NN3)C=CC4=CC=CC=N4. (3) Cell line: T-47D. Drug 2: CN(CC1=CN=C2C(=N1)C(=NC(=N2)N)N)C3=CC=C(C=C3)C(=O)NC(CCC(=O)O)C(=O)O. Drug 1: CC1=C2C(C(=O)C3(C(CC4C(C3C(C(C2(C)C)(CC1OC(=O)C(C(C5=CC=CC=C5)NC(=O)OC(C)(C)C)O)O)OC(=O)C6=CC=CC=C6)(CO4)OC(=O)C)OC)C)OC. Synergy scores: CSS=26.5, Synergy_ZIP=1.26, Synergy_Bliss=0.891, Synergy_Loewe=-18.7, Synergy_HSA=-1.37. (4) Drug 1: CN(CC1=CN=C2C(=N1)C(=NC(=N2)N)N)C3=CC=C(C=C3)C(=O)NC(CCC(=O)O)C(=O)O. Drug 2: CCC(=C(C1=CC=CC=C1)C2=CC=C(C=C2)OCCN(C)C)C3=CC=CC=C3.C(C(=O)O)C(CC(=O)O)(C(=O)O)O. Cell line: OVCAR-8. Synergy scores: CSS=51.4, Synergy_ZIP=9.56, Synergy_Bliss=-1.05, Synergy_Loewe=-29.3, Synergy_HSA=-1.38.